Dataset: NCI-60 drug combinations with 297,098 pairs across 59 cell lines. Task: Regression. Given two drug SMILES strings and cell line genomic features, predict the synergy score measuring deviation from expected non-interaction effect. (1) Drug 1: CN(C)C1=NC(=NC(=N1)N(C)C)N(C)C. Drug 2: C1=CC(=CC=C1C#N)C(C2=CC=C(C=C2)C#N)N3C=NC=N3. Cell line: MCF7. Synergy scores: CSS=1.57, Synergy_ZIP=0.897, Synergy_Bliss=2.29, Synergy_Loewe=-0.503, Synergy_HSA=-1.05. (2) Drug 1: C1CN1C2=NC(=NC(=N2)N3CC3)N4CC4. Drug 2: C1CCN(CC1)CCOC2=CC=C(C=C2)C(=O)C3=C(SC4=C3C=CC(=C4)O)C5=CC=C(C=C5)O. Cell line: SF-295. Synergy scores: CSS=60.5, Synergy_ZIP=-2.10, Synergy_Bliss=-2.70, Synergy_Loewe=-3.31, Synergy_HSA=-2.32. (3) Drug 1: C1=C(C(=O)NC(=O)N1)F. Drug 2: CC1=C(C(=O)C2=C(C1=O)N3CC4C(C3(C2COC(=O)N)OC)N4)N. Cell line: COLO 205. Synergy scores: CSS=61.6, Synergy_ZIP=-13.0, Synergy_Bliss=-14.6, Synergy_Loewe=-0.233, Synergy_HSA=0.344. (4) Drug 1: C1=CC=C(C(=C1)C(C2=CC=C(C=C2)Cl)C(Cl)Cl)Cl. Drug 2: C1=CN(C=N1)CC(O)(P(=O)(O)O)P(=O)(O)O. Cell line: RXF 393. Synergy scores: CSS=-1.41, Synergy_ZIP=1.31, Synergy_Bliss=1.77, Synergy_Loewe=0.312, Synergy_HSA=-0.907. (5) Drug 1: CCCS(=O)(=O)NC1=C(C(=C(C=C1)F)C(=O)C2=CNC3=C2C=C(C=N3)C4=CC=C(C=C4)Cl)F. Drug 2: CC(C)CN1C=NC2=C1C3=CC=CC=C3N=C2N. Cell line: RXF 393. Synergy scores: CSS=-5.67, Synergy_ZIP=-2.18, Synergy_Bliss=-9.15, Synergy_Loewe=-11.2, Synergy_HSA=-10.2. (6) Drug 1: CC12CCC(CC1=CCC3C2CCC4(C3CC=C4C5=CN=CC=C5)C)O. Drug 2: B(C(CC(C)C)NC(=O)C(CC1=CC=CC=C1)NC(=O)C2=NC=CN=C2)(O)O. Cell line: SR. Synergy scores: CSS=54.9, Synergy_ZIP=5.11, Synergy_Bliss=5.90, Synergy_Loewe=-18.1, Synergy_HSA=8.95. (7) Drug 1: C1=C(C(=O)NC(=O)N1)F. Drug 2: CC1=C(C(=O)C2=C(C1=O)N3CC4C(C3(C2COC(=O)N)OC)N4)N. Cell line: OVCAR-5. Synergy scores: CSS=44.3, Synergy_ZIP=-10.1, Synergy_Bliss=-8.84, Synergy_Loewe=-3.06, Synergy_HSA=-1.35. (8) Drug 1: C1CC(=O)NC(=O)C1N2CC3=C(C2=O)C=CC=C3N. Drug 2: C1C(C(OC1N2C=C(C(=O)NC2=O)F)CO)O. Cell line: CCRF-CEM. Synergy scores: CSS=55.6, Synergy_ZIP=-4.81, Synergy_Bliss=-7.21, Synergy_Loewe=-23.1, Synergy_HSA=-3.12. (9) Synergy scores: CSS=2.94, Synergy_ZIP=-0.912, Synergy_Bliss=-0.00508, Synergy_Loewe=0.130, Synergy_HSA=0.156. Drug 1: CC(C)(C#N)C1=CC(=CC(=C1)CN2C=NC=N2)C(C)(C)C#N. Drug 2: C1CN(P(=O)(OC1)NCCCl)CCCl. Cell line: UACC62. (10) Drug 1: CCC1=C2CN3C(=CC4=C(C3=O)COC(=O)C4(CC)O)C2=NC5=C1C=C(C=C5)O. Drug 2: C1C(C(OC1N2C=NC(=NC2=O)N)CO)O. Cell line: TK-10. Synergy scores: CSS=12.5, Synergy_ZIP=-2.94, Synergy_Bliss=-0.207, Synergy_Loewe=-7.41, Synergy_HSA=-2.46.